This data is from CYP3A4 inhibition data for predicting drug metabolism from PubChem BioAssay. The task is: Regression/Classification. Given a drug SMILES string, predict its absorption, distribution, metabolism, or excretion properties. Task type varies by dataset: regression for continuous measurements (e.g., permeability, clearance, half-life) or binary classification for categorical outcomes (e.g., BBB penetration, CYP inhibition). Dataset: cyp3a4_veith. (1) The molecule is CCOc1ccc(C2=Nn3c(nnc3-c3ccccc3OC)SC2)cc1. The result is 1 (inhibitor). (2) The compound is Cc1ccc(OCC(=O)Nc2ccccc2-c2ccccc2)cc1. The result is 1 (inhibitor). (3) The drug is c1csc(CNc2ccnc(-c3ccc4c(c3)OCO4)n2)c1. The result is 1 (inhibitor). (4) The drug is C/C(O)=C\c1nc2ccccc2oc1=O. The result is 0 (non-inhibitor). (5) The drug is C=CCSc1nc(C)cc(/C=C\c2ccccc2)c1C#N. The result is 1 (inhibitor). (6) The drug is Clc1ccc(N=C(c2ccccc2)N2CCOCC2)cc1Cl. The result is 1 (inhibitor). (7) The drug is COc1ccc(-c2ccc(C(=S)N3CCN(C(C)=O)CC3)o2)cc1. The result is 1 (inhibitor). (8) The compound is CC(=O)N[C@@H](Cc1c[nH]c2ccccc12)C(=O)OCc1cc(C(F)(F)F)cc(C(F)(F)F)c1. The result is 1 (inhibitor). (9) The result is 0 (non-inhibitor). The compound is O=C(O)[C@H]1C[C@H](C(=O)O)N1.